Dataset: Forward reaction prediction with 1.9M reactions from USPTO patents (1976-2016). Task: Predict the product of the given reaction. (1) Given the reactants Cl[C:2]1[C:7]2[C:8](=[O:30])[N:9]([C:13]3[CH:18]=[CH:17][C:16]([C@H:19]4[CH2:24][CH2:23][C@H:22]([CH2:25][C:26]([O:28][CH3:29])=[O:27])[CH2:21][CH2:20]4)=[CH:15][CH:14]=3)[CH2:10][CH2:11][O:12][C:6]=2[N:5]=[CH:4][N:3]=1.[NH3:31], predict the reaction product. The product is: [NH2:31][C:2]1[C:7]2[C:8](=[O:30])[N:9]([C:13]3[CH:18]=[CH:17][C:16]([C@H:19]4[CH2:24][CH2:23][C@H:22]([CH2:25][C:26]([O:28][CH3:29])=[O:27])[CH2:21][CH2:20]4)=[CH:15][CH:14]=3)[CH2:10][CH2:11][O:12][C:6]=2[N:5]=[CH:4][N:3]=1. (2) Given the reactants [N:1]12[CH2:8][CH2:7][CH:4]([CH2:5][CH2:6]1)[C@@H:3]([O:9][C:10]([C:12]1([C:19]3[CH:24]=[CH:23][CH:22]=[CH:21][CH:20]=3)[CH2:18][CH2:17][CH2:16][CH2:15][CH2:14][CH2:13]1)=[O:11])[CH2:2]2.[Br:25][CH2:26][C:27]([NH:29][C:30]1[O:31][CH:32]=[CH:33][N:34]=1)=[O:28], predict the reaction product. The product is: [Br-:25].[O:31]1[CH:32]=[CH:33][N:34]=[C:30]1[NH:29][C:27]([CH2:26][N+:1]12[CH2:8][CH2:7][CH:4]([CH2:5][CH2:6]1)[C@@H:3]([O:9][C:10]([C:12]1([C:19]3[CH:20]=[CH:21][CH:22]=[CH:23][CH:24]=3)[CH2:18][CH2:17][CH2:16][CH2:15][CH2:14][CH2:13]1)=[O:11])[CH2:2]2)=[O:28].